Predict the product of the given reaction. From a dataset of Forward reaction prediction with 1.9M reactions from USPTO patents (1976-2016). (1) Given the reactants [F:1][C:2]1[CH:7]=[CH:6][CH:5]=[C:4]([F:8])[C:3]=1[NH:9][C:10](=[O:47])[C:11]1[CH:16]=[CH:15][CH:14]=[C:13]([C:17]2[N:18]=[C:19]3[CH:24]=[CH:23][CH:22]=[CH:21][N:20]3[C:25]=2[C:26]2[CH:31]=[CH:30][N:29]=[C:28]([NH:32][C:33]3[CH:38]=[CH:37][C:36]([O:39][CH:40]4[CH2:45][CH2:44][NH:43][CH2:42][CH2:41]4)=[CH:35][C:34]=3[CH3:46])[N:27]=2)[CH:12]=1.[C:48](O)(=O)C.C=O.C(O[BH-](OC(=O)C)OC(=O)C)(=O)C.[Na+], predict the reaction product. The product is: [F:1][C:2]1[CH:7]=[CH:6][CH:5]=[C:4]([F:8])[C:3]=1[NH:9][C:10](=[O:47])[C:11]1[CH:16]=[CH:15][CH:14]=[C:13]([C:17]2[N:18]=[C:19]3[CH:24]=[CH:23][CH:22]=[CH:21][N:20]3[C:25]=2[C:26]2[CH:31]=[CH:30][N:29]=[C:28]([NH:32][C:33]3[CH:38]=[CH:37][C:36]([O:39][CH:40]4[CH2:45][CH2:44][N:43]([CH3:48])[CH2:42][CH2:41]4)=[CH:35][C:34]=3[CH3:46])[N:27]=2)[CH:12]=1. (2) The product is: [ClH:1].[N+:2]([C:5]1[C:6]([N:11]2[CH2:16][CH2:15][CH:14]([NH2:17])[CH2:13][CH2:12]2)=[N:7][CH:8]=[CH:9][CH:10]=1)([O-:4])=[O:3]. Given the reactants [ClH:1].[N+:2]([C:5]1[C:6]([N:11]2[CH2:16][CH2:15][CH:14]([NH:17]C(=O)OC(C)(C)C)[CH2:13][CH2:12]2)=[N:7][CH:8]=[CH:9][CH:10]=1)([O-:4])=[O:3], predict the reaction product. (3) Given the reactants ClC1C=C(C=CC=1)C(OO)=[O:6].[OH:12][C:13]([CH3:34])([CH3:33])[CH2:14][N:15]1[C:27]2[C:26]3[CH:25]=[CH:24][CH:23]=[CH:22][C:21]=3[N:20]=[CH:19][C:18]=2[N:17]=[C:16]1[NH:28][C:29](=[O:32])[O:30][CH3:31], predict the reaction product. The product is: [OH:12][C:13]([CH3:34])([CH3:33])[CH2:14][N:15]1[C:27]2[C:26]3[CH:25]=[CH:24][CH:23]=[CH:22][C:21]=3[N+:20]([O-:6])=[CH:19][C:18]=2[N:17]=[C:16]1[NH:28][C:29](=[O:32])[O:30][CH3:31]. (4) The product is: [Cl:32][CH2:21][C:18]1[CH:19]=[CH:20][C:15]([O:14][CH2:13][C:3]2[N:4]=[C:5]([C:7]3[CH:12]=[CH:11][CH:10]=[CH:9][CH:8]=3)[O:6][C:2]=2[CH3:1])=[N:16][CH:17]=1. Given the reactants [CH3:1][C:2]1[O:6][C:5]([C:7]2[CH:12]=[CH:11][CH:10]=[CH:9][CH:8]=2)=[N:4][C:3]=1[CH2:13][O:14][C:15]1[CH:20]=[CH:19][C:18]([CH2:21]O)=[CH:17][N:16]=1.C1(C)C=CC=CC=1.S(Cl)([Cl:32])=O, predict the reaction product.